From a dataset of Reaction yield outcomes from USPTO patents with 853,638 reactions. Predict the reaction yield, written as a fraction of the theoretical maximum amount of product (1.0 means a 100% yield; for example, 0.34 means a 34% yield). (1) The reactants are C[O:2][C:3](=[O:17])[C:4]([NH2:16])([C:8]([C:10]1[CH:11]=[N:12][CH:13]=[CH:14][CH:15]=1)=[O:9])[CH:5]([CH3:7])[CH3:6].C1COCC1.[Li+].[OH-]. The catalyst is CO.O. The product is [CH3:6][CH:5]([CH3:7])[C:4]([NH2:16])([C:8]([C:10]1[CH:11]=[N:12][CH:13]=[CH:14][CH:15]=1)=[O:9])[C:3]([OH:17])=[O:2]. The yield is 0.990. (2) The reactants are NC1C=C(F)C=CC=1[C:4](O)=[O:5].[NH2:12][C:13]1[CH:18]=[C:17]([F:19])[CH:16]=[CH:15][C:14]=1[C:20]([C:22]1[CH:27]=[CH:26][CH:25]=[CH:24][C:23]=1[O:28][CH3:29])=[O:21].[NH2:30][C:31]1[S:32][CH:33]=[CH:34][N:35]=1. No catalyst specified. The product is [NH2:12][C:13]1[CH:18]=[C:17]([F:19])[CH:16]=[CH:15][C:14]=1[C:20]([C:22]1[CH:27]=[CH:26][CH:25]=[CH:24][C:23]=1[O:28][CH3:29])=[O:21].[F:19][C:17]1[CH:16]=[CH:15][C:14]([C:20](=[O:21])[C:22]2[CH:27]=[CH:26][CH:25]=[CH:24][C:23]=2[O:28][CH3:29])=[C:13]([NH:12][C:4]([NH:30][C:31]2[S:32][CH:33]=[CH:34][N:35]=2)=[O:5])[CH:18]=1. The yield is 0.320. (3) The reactants are Br[C:2]1[S:6](=[O:8])(=[O:7])[C:5]2[CH:9]=[C:10]([O:13][CH3:14])[CH:11]=[CH:12][C:4]=2[C:3]=1[O:15][C:16]1[CH:21]=[CH:20][C:19]([Br:22])=[CH:18][CH:17]=1.[BH4-].[Na+]. The catalyst is CO.CS(C)=O. The product is [Br:22][C:19]1[CH:20]=[CH:21][C:16]([O:15][C:3]2[C:4]3[CH:12]=[CH:11][C:10]([O:13][CH3:14])=[CH:9][C:5]=3[S:6](=[O:8])(=[O:7])[CH:2]=2)=[CH:17][CH:18]=1. The yield is 0.970. (4) The reactants are Cl[C:2]1[CH:7]=[C:6]([CH2:8][O:9][CH3:10])[CH:5]=[CH:4][C:3]=1[CH:11]1[CH2:13][C:12]1([F:15])[F:14].[C:16]([O:20][C:21]([NH:23][CH2:24][B-](F)(F)F)=[O:22])([CH3:19])([CH3:18])[CH3:17].[K+].COC1C=CC=C(OC)C=1C1C=CC=CC=1P(C1CCCCC1)C1CCCCC1.C(=O)([O-])[O-].[K+].[K+]. The catalyst is C([O-])(=O)C.[Pd+2].C([O-])(=O)C.O.CCOC(C)=O.C1(C)C=CC=CC=1. The product is [F:14][C:12]1([F:15])[CH2:13][CH:11]1[C:3]1[CH:4]=[CH:5][C:6]([CH2:8][O:9][CH3:10])=[CH:7][C:2]=1[CH2:24][NH:23][C:21](=[O:22])[O:20][C:16]([CH3:19])([CH3:18])[CH3:17]. The yield is 0.0500. (5) The reactants are C([O:8][C:9](=[O:25])[C:10]1[C:15]([Cl:16])=[CH:14][CH:13]=[C:12]([NH:17][S:18]([CH2:21][CH2:22][CH3:23])(=[O:20])=[O:19])[C:11]=1[F:24])C1C=CC=CC=1.O.Cl. The catalyst is O1CCCC1.[OH-].[K+]. The product is [Cl:16][C:15]1[C:10]([C:9]([OH:25])=[O:8])=[C:11]([F:24])[C:12]([NH:17][S:18]([CH2:21][CH2:22][CH3:23])(=[O:19])=[O:20])=[CH:13][CH:14]=1. The yield is 0.858. (6) The reactants are C(O[K])(C)(C)C.[CH3:7][N:8]([CH2:10][CH2:11][C@@H:12]([O:18][C:19]1[C:28]2[C:23](=[CH:24][CH:25]=[CH:26][CH:27]=2)[CH:22]=[CH:21][CH:20]=1)[C:13]1[S:14][CH:15]=[CH:16][CH:17]=1)C. The catalyst is CS(C)=O. The product is [CH3:7][NH:8][CH2:10][CH2:11][CH:12]([O:18][C:19]1[C:28]2[C:23](=[CH:24][CH:25]=[CH:26][CH:27]=2)[CH:22]=[CH:21][CH:20]=1)[C:13]1[S:14][CH:15]=[CH:16][CH:17]=1. The yield is 0.840. (7) The reactants are I[C:2]1[N:3]=[C:4]([CH:12]([CH3:14])[CH3:13])[N:5]2[CH:10]=[CH:9][N:8]=[C:7]([NH2:11])[C:6]=12.CC1(C)C(C)(C)OB([C:23]2[C:32]3[C:27](=[CH:28][CH:29]=[CH:30][CH:31]=3)[C:26]([NH:33][C:34](=[O:45])[C:35]3[CH:40]=[CH:39][CH:38]=[C:37]([C:41]([F:44])([F:43])[F:42])[CH:36]=3)=[CH:25][CH:24]=2)O1.C(=O)([O-])[O-].[Na+].[Na+].C(Cl)Cl. The catalyst is COCCOC.O.C(#N)C.O.C1C=CC([P]([Pd]([P](C2C=CC=CC=2)(C2C=CC=CC=2)C2C=CC=CC=2)([P](C2C=CC=CC=2)(C2C=CC=CC=2)C2C=CC=CC=2)[P](C2C=CC=CC=2)(C2C=CC=CC=2)C2C=CC=CC=2)(C2C=CC=CC=2)C2C=CC=CC=2)=CC=1.CO. The product is [NH2:11][C:7]1[C:6]2[N:5]([C:4]([CH:12]([CH3:14])[CH3:13])=[N:3][C:2]=2[C:23]2[C:32]3[C:27](=[CH:28][CH:29]=[CH:30][CH:31]=3)[C:26]([NH:33][C:34](=[O:45])[C:35]3[CH:40]=[CH:39][CH:38]=[C:37]([C:41]([F:43])([F:44])[F:42])[CH:36]=3)=[CH:25][CH:24]=2)[CH:10]=[CH:9][N:8]=1. The yield is 0.340.